Dataset: Forward reaction prediction with 1.9M reactions from USPTO patents (1976-2016). Task: Predict the product of the given reaction. (1) Given the reactants [NH:1]([C:16]([O:18][CH2:19][C:20]1[CH:25]=[CH:24][CH:23]=[CH:22][CH:21]=1)=[O:17])[C@@H:2]([C:13](O)=[O:14])[CH2:3][C:4]1[C:12]2[C:7](=[CH:8][CH:9]=[CH:10][CH:11]=2)[NH:6][CH:5]=1.[NH2:26][C@H:27]([C:40]([O:42][C:43]([CH3:46])([CH3:45])[CH3:44])=[O:41])[CH2:28][CH2:29][CH2:30][CH2:31][NH:32][C:33]([O:35][C:36]([CH3:39])([CH3:38])[CH3:37])=[O:34].Cl.OC1C2N=NNC=2C=CC=1.Cl.CNC(N=C=NCC)CCNC, predict the reaction product. The product is: [NH:1]([C:16]([O:18][CH2:19][C:20]1[CH:25]=[CH:24][CH:23]=[CH:22][CH:21]=1)=[O:17])[C@@H:2]([C:13]([NH:26][C@H:27]([C:40]([O:42][C:43]([CH3:46])([CH3:45])[CH3:44])=[O:41])[CH2:28][CH2:29][CH2:30][CH2:31][NH:32][C:33]([O:35][C:36]([CH3:37])([CH3:38])[CH3:39])=[O:34])=[O:14])[CH2:3][C:4]1[C:12]2[C:7](=[CH:8][CH:9]=[CH:10][CH:11]=2)[NH:6][CH:5]=1. (2) Given the reactants [C:1]([C:5]1[O:9][N:8]=[C:7]([NH:10][C:11](=[O:21])[CH:12]([C:14]2[CH:19]=[CH:18][C:17](Cl)=[CH:16][CH:15]=2)[CH3:13])[CH:6]=1)([CH3:4])([CH3:3])[CH3:2].CC1(C)C(C)(C)OB([C:30]2[CH:31]=[CH:32][C:33]([NH2:36])=[N:34][CH:35]=2)O1.[F-].[Cs+].O, predict the reaction product. The product is: [NH2:36][C:33]1[N:34]=[CH:35][C:30]([C:17]2[CH:18]=[CH:19][C:14]([CH:12]([CH3:13])[C:11]([NH:10][C:7]3[CH:6]=[C:5]([C:1]([CH3:4])([CH3:3])[CH3:2])[O:9][N:8]=3)=[O:21])=[CH:15][CH:16]=2)=[CH:31][CH:32]=1. (3) Given the reactants [NH2:1][CH:2]([CH2:24][C:25]1[CH:26]=[N:27][CH:28]=[CH:29][CH:30]=1)[C:3]([N:5]1[CH2:10][CH2:9][N:8]([CH:11]([C:18]2[CH:23]=[CH:22][CH:21]=[CH:20][CH:19]=2)[C:12]2[CH:17]=[CH:16][CH:15]=[CH:14][CH:13]=2)[CH2:7][CH2:6]1)=[O:4].C(N(CC)CC)C.[N:38]1[CH:43]=[CH:42][CH:41]=[C:40]([CH2:44][CH2:45][C:46](O)=[O:47])[CH:39]=1.Cl.CN(C)CCCN=C=NCC, predict the reaction product. The product is: [CH:11]([N:8]1[CH2:9][CH2:10][N:5]([C:3](=[O:4])[CH:2]([NH:1][C:46](=[O:47])[CH2:45][CH2:44][C:40]2[CH:39]=[N:38][CH:43]=[CH:42][CH:41]=2)[CH2:24][C:25]2[CH:26]=[N:27][CH:28]=[CH:29][CH:30]=2)[CH2:6][CH2:7]1)([C:18]1[CH:19]=[CH:20][CH:21]=[CH:22][CH:23]=1)[C:12]1[CH:17]=[CH:16][CH:15]=[CH:14][CH:13]=1. (4) The product is: [Br:12][C:13]1[N:14]=[C:15]([NH:6][C:5]2[CH:7]=[C:8]([O:36][CH3:35])[C:9]([O:10][CH3:11])=[C:3]([O:2][CH3:1])[CH:4]=2)[C:16]2[N:17]([CH:19]=[CH:20][N:21]=2)[CH:18]=1. Given the reactants [CH3:1][O:2][C:3]1[CH:4]=[C:5]([CH:7]=[CH:8][C:9]=1[O:10][CH3:11])[NH2:6].[Br:12][C:13]1[N:14]=[C:15](Br)[C:16]2[N:17]([CH:19]=[CH:20][N:21]=2)[CH:18]=1.C(N(CC)C(C)C)(C)C.CN([CH:35]=[O:36])C, predict the reaction product. (5) Given the reactants C(C1OC=CC=1)(=O)C.[Cl:9][C:10]1[CH:28]=[CH:27][C:13]([CH2:14][N:15]2[C:23]3[C:18](=[CH:19][C:20](F)=[CH:21][CH:22]=3)[C:17](=[O:25])[C:16]2=[O:26])=[CH:12][CH:11]=1.ClC1C=CC(CN2C3C(=CC=CC=3)C(=O)C2=O)=CC=1.[N+:48]([CH3:51])([O-:50])=[O:49], predict the reaction product. The product is: [Cl:9][C:10]1[CH:28]=[CH:27][C:13]([CH2:14][N:15]2[C:23]3[C:18](=[CH:19][CH:20]=[CH:21][CH:22]=3)[C:17]([OH:25])([CH2:51][N+:48]([O-:50])=[O:49])[C:16]2=[O:26])=[CH:12][CH:11]=1. (6) Given the reactants [N:1]1([CH2:7][CH2:8][CH2:9][C:10]2[C:18]3[CH2:17][CH2:16][CH2:15][CH2:14][C:13]=3[NH:12][C:11]=2[CH:19]=O)[CH2:6][CH2:5][NH:4][CH2:3][CH2:2]1.[CH3:21][NH:22][S:23]([C:26]1[CH:27]=[C:28]2[C:32](=[CH:33][CH:34]=1)[NH:31][C:30](=[O:35])[CH2:29]2)(=[O:25])=[O:24], predict the reaction product. The product is: [CH3:21][NH:22][S:23]([C:26]1[CH:27]=[C:28]2[C:32](=[CH:33][CH:34]=1)[NH:31][C:30](=[O:35])/[C:29]/2=[CH:19]\[C:11]1[NH:12][C:13]2[CH2:14][CH2:15][CH2:16][CH2:17][C:18]=2[C:10]=1[CH2:9][CH2:8][CH2:7][N:1]1[CH2:2][CH2:3][NH:4][CH2:5][CH2:6]1)(=[O:25])=[O:24].